Dataset: Full USPTO retrosynthesis dataset with 1.9M reactions from patents (1976-2016). Task: Predict the reactants needed to synthesize the given product. (1) Given the product [F:22][C:23]1[CH:28]=[CH:27][CH:26]=[C:25]([F:29])[C:24]=1[C:30]1[N:35]=[C:34]([C:36]([NH:1][C:2]2[CH:3]=[N:4][S:5][C:6]=2[O:7][CH2:8][CH:9]2[CH2:10][CH2:11][N:12]([C:15]([O:17][C:18]([CH3:21])([CH3:20])[CH3:19])=[O:16])[CH2:13][CH2:14]2)=[O:37])[CH:33]=[CH:32][C:31]=1[F:39], predict the reactants needed to synthesize it. The reactants are: [NH2:1][C:2]1[CH:3]=[N:4][S:5][C:6]=1[O:7][CH2:8][CH:9]1[CH2:14][CH2:13][N:12]([C:15]([O:17][C:18]([CH3:21])([CH3:20])[CH3:19])=[O:16])[CH2:11][CH2:10]1.[F:22][C:23]1[CH:28]=[CH:27][CH:26]=[C:25]([F:29])[C:24]=1[C:30]1[N:35]=[C:34]([C:36](O)=[O:37])[CH:33]=[CH:32][C:31]=1[F:39].CN(C(ON1N=NC2C=CC=NC1=2)=[N+](C)C)C.F[P-](F)(F)(F)(F)F.CCN(C(C)C)C(C)C. (2) Given the product [Cl:1][C:2]1[CH:7]=[CH:6][C:5]([N:8]2[C:16]([C:17]3[CH:22]=[CH:21][CH:20]=[CH:19][C:18]=3[Cl:23])=[N:15][C:14]3[C:9]2=[N:10][CH:11]=[N:12][C:13]=3[N:24]2[CH2:29][CH2:28][C:27]([NH:34][CH:32]([CH3:33])[CH3:31])([C:36]#[N:37])[CH2:26][CH2:25]2)=[CH:4][CH:3]=1, predict the reactants needed to synthesize it. The reactants are: [Cl:1][C:2]1[CH:7]=[CH:6][C:5]([N:8]2[C:16]([C:17]3[CH:22]=[CH:21][CH:20]=[CH:19][C:18]=3[Cl:23])=[N:15][C:14]3[C:9]2=[N:10][CH:11]=[N:12][C:13]=3[N:24]2[CH2:29][CH2:28][C:27](=O)[CH2:26][CH2:25]2)=[CH:4][CH:3]=1.[CH3:31][CH:32]([NH2:34])[CH3:33].Cl.[C-:36]#[N:37].[Na+]. (3) Given the product [Br:1][C:2]1[CH:3]=[C:4]2[C:9]([CH:8]=[CH:7][CH2:6][CH2:5]2)=[CH:10][CH:11]=1, predict the reactants needed to synthesize it. The reactants are: [Br:1][C:2]1[CH:3]=[C:4]2[C:9](=[CH:10][CH:11]=1)[CH:8](O)[CH2:7][CH2:6][CH2:5]2.C1(C)C=CC(S(O)(=O)=O)=CC=1. (4) Given the product [CH2:22]([O:29][C:30]([NH:31][CH2:32][CH2:33][N:13]([C:14]([O:16][C:17]([CH3:20])([CH3:19])[CH3:18])=[O:15])[C:7]1[C:8]([F:12])=[CH:9][CH:10]=[CH:11][C:6]=1[C:5]([OH:4])=[O:21])=[O:35])[C:23]1[CH:28]=[CH:27][CH:26]=[CH:25][CH:24]=1, predict the reactants needed to synthesize it. The reactants are: [H-].[Na+].C[O:4][C:5](=[O:21])[C:6]1[CH:11]=[CH:10][CH:9]=[C:8]([F:12])[C:7]=1[NH:13][C:14]([O:16][C:17]([CH3:20])([CH3:19])[CH3:18])=[O:15].[CH2:22]([O:29][C:30](=[O:35])[NH:31][CH2:32][CH2:33]Br)[C:23]1[CH:28]=[CH:27][CH:26]=[CH:25][CH:24]=1.[I-].[Na+]. (5) Given the product [F:45][C:46]([F:51])([F:50])[C:47]([OH:49])=[O:48].[NH2:7][CH2:8][CH2:9][CH2:10][CH2:11][CH2:12][CH2:13][C:14]1[C:15]([CH3:43])=[C:16]2[C:21](=[C:22]([CH3:25])[C:23]=1[CH3:24])[O:20][C:19]([CH2:27][O:28][C:29]1[CH:34]=[CH:33][C:32]([CH:35]=[C:36]3[S:40][C:39](=[O:41])[NH:38][C:37]3=[O:42])=[CH:31][CH:30]=1)([CH3:26])[CH2:18][CH2:17]2, predict the reactants needed to synthesize it. The reactants are: C(OC(=O)[NH:7][CH2:8][CH2:9][CH2:10][CH2:11][CH2:12][CH2:13][C:14]1[C:15]([CH3:43])=[C:16]2[C:21](=[C:22]([CH3:25])[C:23]=1[CH3:24])[O:20][C:19]([CH2:27][O:28][C:29]1[CH:34]=[CH:33][C:32]([CH:35]=[C:36]3[S:40][C:39](=[O:41])[NH:38][C:37]3=[O:42])=[CH:31][CH:30]=1)([CH3:26])[CH2:18][CH2:17]2)(C)(C)C.[F:45][C:46]([F:51])([F:50])[C:47]([OH:49])=[O:48].O. (6) Given the product [CH3:24][N:19]1[CH:20]=[CH:21][C:22](=[O:23])[N:17]([C:14]2[CH:13]=[CH:12][C:11]([CH2:10][C@@H:9]([C:26]([O:28][CH3:29])=[O:27])[NH2:8])=[CH:16][CH:15]=2)[C:18]1=[O:25], predict the reactants needed to synthesize it. The reactants are: C(OC([NH:8][C@H:9]([C:26]([O:28][CH3:29])=[O:27])[CH2:10][C:11]1[CH:16]=[CH:15][C:14]([N:17]2[C:22](=[O:23])[CH:21]=[CH:20][N:19]([CH3:24])[C:18]2=[O:25])=[CH:13][CH:12]=1)=O)(C)(C)C.